This data is from Full USPTO retrosynthesis dataset with 1.9M reactions from patents (1976-2016). The task is: Predict the reactants needed to synthesize the given product. (1) Given the product [CH3:1][O:2][C:3]1[C:8]([CH2:9][N:10]2[CH2:15][CH2:14][CH:13]([CH2:16][C:17](=[O:18])[C:19]3[S:20][CH:21]=[CH:22][C:23]=3[C:30]3[S:31][CH:32]=[CH:33][N:34]=3)[CH2:12][CH2:11]2)=[CH:7][CH:6]=[CH:5][N:4]=1, predict the reactants needed to synthesize it. The reactants are: [CH3:1][O:2][C:3]1[C:8]([CH2:9][N:10]2[CH2:15][CH2:14][CH:13]([CH2:16][C:17]([C:19]3[S:20][CH:21]=[CH:22][C:23]=3Br)=[O:18])[CH2:12][CH2:11]2)=[CH:7][CH:6]=[CH:5][N:4]=1.C([Sn](CCCC)(CCCC)[C:30]1[S:31][CH:32]=[CH:33][N:34]=1)CCC. (2) The reactants are: [CH2:1]([C:4]1[O:8][C:7]([NH2:9])=[N:6][CH:5]=1)[CH2:2][CH3:3].[CH:10]1[C:23]2[CH:22]([C:24](Cl)=[O:25])[C:21]3[C:16](=[CH:17][CH:18]=[CH:19][CH:20]=3)[O:15][C:14]=2[CH:13]=[CH:12][CH:11]=1. Given the product [CH2:1]([C:4]1[O:8][C:7]([NH:9][C:24]([CH:22]2[C:23]3[CH:10]=[CH:11][CH:12]=[CH:13][C:14]=3[O:15][C:16]3[C:21]2=[CH:20][CH:19]=[CH:18][CH:17]=3)=[O:25])=[N:6][CH:5]=1)[CH2:2][CH3:3], predict the reactants needed to synthesize it. (3) The reactants are: [F:1][C:2]1[CH:7]=[CH:6][CH:5]=[CH:4][C:3]=1[C:8]1[C:9]([O:25]S(C2C=CC(C)=CC=2)(=O)=O)=[N:10][N:11]2[C:16]=1[C:15]([CH3:17])=[N:14][N:13]=[C:12]2[C:18]1[CH:23]=[CH:22][CH:21]=[CH:20][C:19]=1[F:24].[CH3:36][N:37]1[C:41]([CH2:42]O)=[N:40][CH:39]=[N:38]1.[H-].[Na+].O. Given the product [F:1][C:2]1[CH:7]=[CH:6][CH:5]=[CH:4][C:3]=1[C:8]1[C:9]([O:25][CH2:42][C:41]2[N:37]([CH3:36])[N:38]=[CH:39][N:40]=2)=[N:10][N:11]2[C:16]=1[C:15]([CH3:17])=[N:14][N:13]=[C:12]2[C:18]1[CH:23]=[CH:22][CH:21]=[CH:20][C:19]=1[F:24], predict the reactants needed to synthesize it. (4) Given the product [CH2:2]([O:4][C:5]([C:7]1[N:8]([CH2:25][C:26]2[C:35]3[C:30](=[CH:31][CH:32]=[C:33]([F:36])[CH:34]=3)[CH:29]=[CH:28][CH:27]=2)[C:9]2[C:14]([C:15]=1[CH2:16][NH2:17])=[CH:13][C:12]([F:24])=[CH:11][CH:10]=2)=[O:6])[CH3:3], predict the reactants needed to synthesize it. The reactants are: Cl.[CH2:2]([O:4][C:5]([C:7]1[N:8]([CH2:25][C:26]2[C:35]3[C:30](=[CH:31][CH:32]=[C:33]([F:36])[CH:34]=3)[CH:29]=[CH:28][CH:27]=2)[C:9]2[C:14]([C:15]=1[CH2:16][N:17](C(OCC)=O)C)=[CH:13][C:12]([F:24])=[CH:11][CH:10]=2)=[O:6])[CH3:3]. (5) The reactants are: [F:1][C:2]([F:21])([F:20])[C:3]1[CH:4]=[C:5]([CH:17]=[CH:18][CH:19]=1)[O:6][C:7]1[CH:8]=[C:9]([CH:14]=[CH:15][CH:16]=1)[C:10]([NH:12][NH2:13])=[O:11].[N:22]([C:25]1[CH:26]=[C:27]([C:31](=[O:33])[CH3:32])[CH:28]=[CH:29][CH:30]=1)=[C:23]=[S:24]. Given the product [C:31]([C:27]1[CH:26]=[C:25]([NH:22][C:23]([NH:13][NH:12][C:10]([C:9]2[CH:14]=[CH:15][CH:16]=[C:7]([O:6][C:5]3[CH:17]=[CH:18][CH:19]=[C:3]([C:2]([F:20])([F:21])[F:1])[CH:4]=3)[CH:8]=2)=[O:11])=[S:24])[CH:30]=[CH:29][CH:28]=1)(=[O:33])[CH3:32], predict the reactants needed to synthesize it. (6) Given the product [Br:1][CH2:2][CH:3]([CH2:4][Br:5])[O:6][Si:22]([CH:29]([CH3:31])[CH3:30])([CH:26]([CH3:28])[CH3:27])[CH:23]([CH3:25])[CH3:24], predict the reactants needed to synthesize it. The reactants are: [Br:1][CH2:2][CH:3]([OH:6])[CH2:4][Br:5].C(N(C(C)C)C(C)C)C.FC(F)(F)S(O[Si:22]([CH:29]([CH3:31])[CH3:30])([CH:26]([CH3:28])[CH3:27])[CH:23]([CH3:25])[CH3:24])(=O)=O. (7) Given the product [Cl:35][C:6]1[C:7]2[CH:13]=[CH:12][C:11]([C:14]3[C:19]([C:20]([F:23])([F:22])[F:21])=[CH:18][CH:17]=[CH:16][N:15]=3)=[N:10][C:8]=2[N:9]=[C:4]([CH2:3][O:2][CH3:1])[N:5]=1, predict the reactants needed to synthesize it. The reactants are: [CH3:1][O:2][CH2:3][C:4]1[NH:5][C:6](=O)[C:7]2[CH:13]=[CH:12][C:11]([C:14]3[C:19]([C:20]([F:23])([F:22])[F:21])=[CH:18][CH:17]=[CH:16][N:15]=3)=[N:10][C:8]=2[N:9]=1.N1C(C)=CC=CC=1C.O=P(Cl)(Cl)[Cl:35]. (8) The reactants are: [Br:1][C:2]1[C:3]([O:15][CH2:16][C:17]([F:20])([F:19])[F:18])=[N:4][C:5]([C:11]([F:14])([F:13])[F:12])=[C:6]([CH:10]=1)[C:7]([OH:9])=O.CN(C(ON1N=NC2C=CC=CC1=2)=[N+](C)C)C.[B-](F)(F)(F)F.C(N(CC)C(C)C)(C)C.[NH2:52][CH2:53][C:54]([CH3:59])([CH:56]1[CH2:58][CH2:57]1)[OH:55]. Given the product [Br:1][C:2]1[C:3]([O:15][CH2:16][C:17]([F:20])([F:19])[F:18])=[N:4][C:5]([C:11]([F:14])([F:13])[F:12])=[C:6]([CH:10]=1)[C:7]([NH:52][CH2:53][C:54]([CH:56]1[CH2:58][CH2:57]1)([OH:55])[CH3:59])=[O:9], predict the reactants needed to synthesize it.